From a dataset of NCI-60 drug combinations with 297,098 pairs across 59 cell lines. Regression. Given two drug SMILES strings and cell line genomic features, predict the synergy score measuring deviation from expected non-interaction effect. Drug 1: CCCCC(=O)OCC(=O)C1(CC(C2=C(C1)C(=C3C(=C2O)C(=O)C4=C(C3=O)C=CC=C4OC)O)OC5CC(C(C(O5)C)O)NC(=O)C(F)(F)F)O. Drug 2: CCN(CC)CCCC(C)NC1=C2C=C(C=CC2=NC3=C1C=CC(=C3)Cl)OC. Cell line: UACC62. Synergy scores: CSS=56.0, Synergy_ZIP=-2.69, Synergy_Bliss=-4.22, Synergy_Loewe=-4.52, Synergy_HSA=-3.36.